Dataset: Forward reaction prediction with 1.9M reactions from USPTO patents (1976-2016). Task: Predict the product of the given reaction. Given the reactants [CH2:1]([O:3][C:4]([C:6]1([CH2:12][CH2:13][O:14][CH3:15])[CH2:11][CH2:10][NH:9][CH2:8][CH2:7]1)=[O:5])[CH3:2].[CH3:16][C:17]([CH3:24])([CH3:23])[CH2:18][S:19](Cl)(=[O:21])=[O:20], predict the reaction product. The product is: [CH2:1]([O:3][C:4]([C:6]1([CH2:12][CH2:13][O:14][CH3:15])[CH2:7][CH2:8][N:9]([S:19]([CH2:18][C:17]([CH3:24])([CH3:23])[CH3:16])(=[O:21])=[O:20])[CH2:10][CH2:11]1)=[O:5])[CH3:2].